This data is from NCI-60 drug combinations with 297,098 pairs across 59 cell lines. The task is: Regression. Given two drug SMILES strings and cell line genomic features, predict the synergy score measuring deviation from expected non-interaction effect. (1) Drug 1: CN1CCC(CC1)COC2=C(C=C3C(=C2)N=CN=C3NC4=C(C=C(C=C4)Br)F)OC. Drug 2: CN(C)N=NC1=C(NC=N1)C(=O)N. Cell line: SF-295. Synergy scores: CSS=4.36, Synergy_ZIP=-2.31, Synergy_Bliss=-1.89, Synergy_Loewe=-0.700, Synergy_HSA=-0.915. (2) Cell line: K-562. Synergy scores: CSS=32.6, Synergy_ZIP=3.12, Synergy_Bliss=1.95, Synergy_Loewe=-40.5, Synergy_HSA=-2.04. Drug 2: CCC1(C2=C(COC1=O)C(=O)N3CC4=CC5=C(C=CC(=C5CN(C)C)O)N=C4C3=C2)O.Cl. Drug 1: CCCCCOC(=O)NC1=NC(=O)N(C=C1F)C2C(C(C(O2)C)O)O. (3) Drug 2: CN1C(=O)N2C=NC(=C2N=N1)C(=O)N. Synergy scores: CSS=65.1, Synergy_ZIP=-1.81, Synergy_Bliss=1.67, Synergy_Loewe=-1.80, Synergy_HSA=2.92. Cell line: U251. Drug 1: CC12CCC3C(C1CCC2=O)CC(=C)C4=CC(=O)C=CC34C. (4) Drug 1: CCC(=C(C1=CC=CC=C1)C2=CC=C(C=C2)OCCN(C)C)C3=CC=CC=C3.C(C(=O)O)C(CC(=O)O)(C(=O)O)O. Drug 2: CC1CCC2CC(C(=CC=CC=CC(CC(C(=O)C(C(C(=CC(C(=O)CC(OC(=O)C3CCCCN3C(=O)C(=O)C1(O2)O)C(C)CC4CCC(C(C4)OC)O)C)C)O)OC)C)C)C)OC. Cell line: CAKI-1. Synergy scores: CSS=12.3, Synergy_ZIP=1.85, Synergy_Bliss=-2.14, Synergy_Loewe=-74.4, Synergy_HSA=-9.27. (5) Cell line: HL-60(TB). Synergy scores: CSS=62.3, Synergy_ZIP=-0.698, Synergy_Bliss=3.07, Synergy_Loewe=-17.8, Synergy_HSA=2.52. Drug 1: C1CC(=O)NC(=O)C1N2C(=O)C3=CC=CC=C3C2=O. Drug 2: B(C(CC(C)C)NC(=O)C(CC1=CC=CC=C1)NC(=O)C2=NC=CN=C2)(O)O. (6) Drug 1: C1=CC(=C2C(=C1NCCNCCO)C(=O)C3=C(C=CC(=C3C2=O)O)O)NCCNCCO. Drug 2: C1CC(=O)NC(=O)C1N2C(=O)C3=CC=CC=C3C2=O. Cell line: NCI-H322M. Synergy scores: CSS=26.9, Synergy_ZIP=0.351, Synergy_Bliss=7.77, Synergy_Loewe=-35.7, Synergy_HSA=7.84. (7) Drug 1: C1=CC(=CC=C1CC(C(=O)O)N)N(CCCl)CCCl.Cl. Drug 2: CN1C(=O)N2C=NC(=C2N=N1)C(=O)N. Cell line: HOP-92. Synergy scores: CSS=14.7, Synergy_ZIP=-5.60, Synergy_Bliss=-4.03, Synergy_Loewe=-2.88, Synergy_HSA=-2.90. (8) Drug 2: COC1=C2C(=CC3=C1OC=C3)C=CC(=O)O2. Cell line: DU-145. Synergy scores: CSS=11.4, Synergy_ZIP=11.1, Synergy_Bliss=13.2, Synergy_Loewe=8.73, Synergy_HSA=12.4. Drug 1: CNC(=O)C1=NC=CC(=C1)OC2=CC=C(C=C2)NC(=O)NC3=CC(=C(C=C3)Cl)C(F)(F)F.